The task is: Predict the reaction yield, written as a fraction of the theoretical maximum amount of product (1.0 means a 100% yield; for example, 0.34 means a 34% yield).. This data is from Reaction yield outcomes from USPTO patents with 853,638 reactions. (1) The reactants are [CH3:1][S:2]([NH:5][C:6]1[CH:21]=[CH:20][C:9]2[NH:10][C:11]([CH2:16][C:17]([OH:19])=O)=[N:12][S:13](=[O:15])(=[O:14])[C:8]=2[CH:7]=1)(=[O:4])=[O:3].Cl.CN(C)CCCN=C=NCC.CN1CCOCC1.C([O:43][C:44]([C@H:46]1[C@@H:51]([NH:52][CH2:53][CH:54]([CH3:56])[CH3:55])[C@H:50]2[CH2:57][C@@H:47]1[CH2:48][CH2:49]2)=O)C.[O-]CC.[Na+].C(O)C. The catalyst is CN(C)C=O. The product is [OH:43][C:44]1[C@H:46]2[C@H:51]([C@H:50]3[CH2:57][C@@H:47]2[CH2:48][CH2:49]3)[N:52]([CH2:53][CH:54]([CH3:56])[CH3:55])[C:17](=[O:19])[C:16]=1[C:11]1[NH:10][C:9]2[CH:20]=[CH:21][C:6]([NH:5][S:2]([CH3:1])(=[O:3])=[O:4])=[CH:7][C:8]=2[S:13](=[O:15])(=[O:14])[N:12]=1. The yield is 0.200. (2) The catalyst is C(O)C. The reactants are Cl[C:2]1[N:7]=[C:6]([O:8][C:9]2[CH:36]=[CH:35][C:34]([F:37])=[CH:33][C:10]=2[CH2:11][NH:12][C:13]([NH:15][C:16]2[N:20]([C:21]3[CH:26]=[CH:25][C:24]([CH3:27])=[CH:23][CH:22]=3)[N:19]=[C:18]([C:28]([CH2:31][CH3:32])([CH3:30])[CH3:29])[CH:17]=2)=[O:14])[CH:5]=[CH:4][N:3]=1.[NH:38]1[CH2:43][CH2:42][O:41][CH2:40][CH2:39]1. The product is [O:41]1[CH2:42][CH2:43][N:38]([C:2]2[N:7]=[C:6]([O:8][C:9]3[CH:36]=[CH:35][C:34]([F:37])=[CH:33][C:10]=3[CH2:11][NH:12][C:13]([NH:15][C:16]3[N:20]([C:21]4[CH:26]=[CH:25][C:24]([CH3:27])=[CH:23][CH:22]=4)[N:19]=[C:18]([C:28]([CH2:31][CH3:32])([CH3:30])[CH3:29])[CH:17]=3)=[O:14])[CH:5]=[CH:4][N:3]=2)[CH2:39][CH2:40]1. The yield is 0.910. (3) The reactants are [CH3:1][N:2]1[CH2:7][CH2:6][N:5]([C:8]([O:10][C@@H:11]2[N:20]([C:21]3[CH:22]=[CH:23][C:24]([Cl:27])=[CH:25][N:26]=3)[C:18](=[O:19])[C:13]3[N:14]=[CH:15][CH:16]=[N:17][C:12]2=3)=[O:9])[CH2:4][CH2:3]1.[C:28]([OH:36])(=[O:35])[CH:29]([CH2:31][C:32]([OH:34])=[O:33])[OH:30].CN1CCN(C(OC2N(C3C=CC(Cl)=CN=3)C(=O)C3N=CC=NC2=3)=O)CC1. The catalyst is C(OCC)(=O)C. The product is [CH3:1][N:2]1[CH2:7][CH2:6][N:5]([C:8]([O:10][C@@H:11]2[N:20]([C:21]3[CH:22]=[CH:23][C:24]([Cl:27])=[CH:25][N:26]=3)[C:18](=[O:19])[C:13]3[N:14]=[CH:15][CH:16]=[N:17][C:12]2=3)=[O:9])[CH2:4][CH2:3]1.[C:28]([O-:36])(=[O:35])[C@H:29]([CH2:31][C:32]([O-:34])=[O:33])[OH:30]. The yield is 0.960. (4) The reactants are Cl.[C:2]([O:6][C:7](=[O:14])[C@H:8]([C@H:10]([CH2:12][CH3:13])[CH3:11])[NH2:9])([CH3:5])([CH3:4])[CH3:3].C(N(CC)CC)C.Br[CH2:23][C:24]([O:26][CH2:27][CH3:28])=[O:25]. The catalyst is CN(C=O)C. The product is [CH2:27]([O:26][C:24](=[O:25])[CH2:23][NH:9][C@@H:8]([C@@H:10]([CH3:11])[CH2:12][CH3:13])[C:7]([O:6][C:2]([CH3:4])([CH3:5])[CH3:3])=[O:14])[CH3:28]. The yield is 0.930.